Dataset: TCR-epitope binding with 47,182 pairs between 192 epitopes and 23,139 TCRs. Task: Binary Classification. Given a T-cell receptor sequence (or CDR3 region) and an epitope sequence, predict whether binding occurs between them. (1) The epitope is QECVRGTTVL. The TCR CDR3 sequence is CASSPTGYNEQFF. Result: 1 (the TCR binds to the epitope). (2) The epitope is NLVPMVATV. The TCR CDR3 sequence is CASSLYNEQFF. Result: 1 (the TCR binds to the epitope). (3) The epitope is PROT_97E67BCC. The TCR CDR3 sequence is CASRPGLAGGLQETQYF. Result: 1 (the TCR binds to the epitope). (4) The epitope is RAKFKQLL. The TCR CDR3 sequence is CATSDLPTRAGETQYF. Result: 0 (the TCR does not bind to the epitope). (5) The epitope is AVFDRKSDAK. The TCR CDR3 sequence is CASSLDGQGPLYGYTF. Result: 1 (the TCR binds to the epitope). (6) The epitope is VLAWLYAAV. The TCR CDR3 sequence is CASSESAAPGSWGEQFF. Result: 0 (the TCR does not bind to the epitope). (7) The epitope is HLVDFQVTI. The TCR CDR3 sequence is CASKTGLGSCFF. Result: 0 (the TCR does not bind to the epitope). (8) The epitope is FLPRVFSAV. The TCR CDR3 sequence is CATSDSIGGPYNEQFF. Result: 0 (the TCR does not bind to the epitope). (9) Result: 0 (the TCR does not bind to the epitope). The TCR CDR3 sequence is CASSSAGGGYEQYF. The epitope is KLPDDFTGCV.